Dataset: Full USPTO retrosynthesis dataset with 1.9M reactions from patents (1976-2016). Task: Predict the reactants needed to synthesize the given product. (1) Given the product [CH2:2]([O:9][C:10]1[CH:39]=[CH:38][C:13]([O:14][C:15]2[CH:20]=[C:19]([N:21]3[C:26](=[O:27])[CH:25]=[C:24]([C:28]([F:29])([F:30])[F:31])[N:23]([CH3:32])[C:22]3=[O:33])[C:18]([F:34])=[CH:17][C:16]=2[NH2:35])=[CH:12][CH:11]=1)[C:3]1[CH:4]=[CH:5][CH:6]=[CH:7][CH:8]=1, predict the reactants needed to synthesize it. The reactants are: O.[CH2:2]([O:9][C:10]1[CH:39]=[CH:38][C:13]([O:14][C:15]2[CH:20]=[C:19]([N:21]3[C:26](=[O:27])[CH:25]=[C:24]([C:28]([F:31])([F:30])[F:29])[N:23]([CH3:32])[C:22]3=[O:33])[C:18]([F:34])=[CH:17][C:16]=2[N+:35]([O-])=O)=[CH:12][CH:11]=1)[C:3]1[CH:8]=[CH:7][CH:6]=[CH:5][CH:4]=1. (2) The reactants are: [C:1]12([CH2:11][NH:12][C:13]([C:15]3[C:20]([Cl:21])=[CH:19][N:18]=[C:17]([C:22]#[C:23][CH2:24][N:25]([CH2:33][CH2:34][CH2:35][O:36][CH:37]4[CH2:42][CH2:41][CH2:40][CH2:39][O:38]4)[C:26](=[O:32])[O:27][C:28]([CH3:31])([CH3:30])[CH3:29])[CH:16]=3)=[O:14])[CH2:10][CH:5]3[CH2:6][CH:7]([CH2:9][CH:3]([CH2:4]3)[CH2:2]1)[CH2:8]2.[H][H]. Given the product [C:1]12([CH2:11][NH:12][C:13]([C:15]3[C:20]([Cl:21])=[CH:19][N:18]=[C:17]([CH2:22][CH2:23][CH2:24][N:25]([CH2:33][CH2:34][CH2:35][O:36][CH:37]4[CH2:42][CH2:41][CH2:40][CH2:39][O:38]4)[C:26](=[O:32])[O:27][C:28]([CH3:31])([CH3:30])[CH3:29])[CH:16]=3)=[O:14])[CH2:2][CH:3]3[CH2:4][CH:5]([CH2:6][CH:7]([CH2:9]3)[CH2:8]1)[CH2:10]2, predict the reactants needed to synthesize it. (3) Given the product [F:13][C:12]([F:15])([F:14])[S:9]([N:16]([S:9]([C:12]([F:13])([F:14])[F:15])(=[O:10])=[O:11])[C:17]1[CH:18]=[C:19]([CH:24]=[CH:25][CH:26]=1)[C:20]([O:22][CH3:23])=[O:21])(=[O:11])=[O:10], predict the reactants needed to synthesize it. The reactants are: [S:9](O[S:9]([C:12]([F:15])([F:14])[F:13])(=[O:11])=[O:10])([C:12]([F:15])([F:14])[F:13])(=[O:11])=[O:10].[NH2:16][C:17]1[CH:18]=[C:19]([CH:24]=[CH:25][CH:26]=1)[C:20]([O:22][CH3:23])=[O:21].CCN(C(C)C)C(C)C. (4) Given the product [N:24]1[CH:25]=[CH:26][CH:27]=[CH:28][C:23]=1[C:2]1[CH:7]=[CH:6][C:5]([S:8]([NH:11][C:12]2[CH:21]=[CH:20][C:19]3[C:14](=[CH:15][CH:16]=[CH:17][CH:18]=3)[N:13]=2)(=[O:10])=[O:9])=[CH:4][CH:3]=1, predict the reactants needed to synthesize it. The reactants are: Br[C:2]1[CH:7]=[CH:6][C:5]([S:8]([NH:11][C:12]2[CH:21]=[CH:20][C:19]3[C:14](=[CH:15][CH:16]=[CH:17][CH:18]=3)[N:13]=2)(=[O:10])=[O:9])=[CH:4][CH:3]=1.Br[C:23]1[CH:28]=[CH:27][CH:26]=[CH:25][N:24]=1.C[Sn](C)C.C[Sn](C)C. (5) Given the product [F:8][C:6]1[CH:5]=[C:4]([CH2:9][C:10]([NH:12][C@H:13]([C:15]([NH:18][C@@H:19]([CH2:24][C:25]2[S:26][CH:27]=[CH:28][CH:29]=2)[C:20]([O:22][CH3:23])=[O:21])=[O:17])[CH3:14])=[O:11])[CH:3]=[C:2]([F:1])[CH:7]=1, predict the reactants needed to synthesize it. The reactants are: [F:1][C:2]1[CH:3]=[C:4]([CH2:9][C:10]([NH:12][C@H:13]([C:15]([OH:17])=O)[CH3:14])=[O:11])[CH:5]=[C:6]([F:8])[CH:7]=1.[NH2:18][C@@H:19]([CH2:24][C:25]1[S:26][CH:27]=[CH:28][CH:29]=1)[C:20]([O:22][CH3:23])=[O:21].